The task is: Predict the product of the given reaction.. This data is from Forward reaction prediction with 1.9M reactions from USPTO patents (1976-2016). (1) Given the reactants [O:1]1[CH:5]=[CH:4][N:3]=[C:2]1[CH:6]=O.[C:8](=[O:15])([O:10][C:11]([CH3:14])([CH3:13])[CH3:12])[NH2:9].[C:16]1([CH3:26])[CH:21]=[CH:20][C:19]([S:22]([O-])(=[O:24])=[O:23])=[CH:18][CH:17]=1.[Na+].C(O)=O, predict the reaction product. The product is: [C:11]([O:10][C:8](=[O:15])[NH:9][CH:6]([C:2]1[O:1][CH:5]=[CH:4][N:3]=1)[S:22]([C:19]1[CH:20]=[CH:21][C:16]([CH3:26])=[CH:17][CH:18]=1)(=[O:24])=[O:23])([CH3:14])([CH3:13])[CH3:12]. (2) Given the reactants [C:1]([C:3]([NH:6][C:7]1[CH:12]=[CH:11][C:10]([CH2:13][CH2:14][C:15]([O:17]C)=O)=[CH:9][CH:8]=1)([CH3:5])[CH3:4])#[N:2].[CH3:19][NH2:20], predict the reaction product. The product is: [C:1]([C:3]([NH:6][C:7]1[CH:8]=[CH:9][C:10]([CH2:13][CH2:14][C:15]([NH:20][CH3:19])=[O:17])=[CH:11][CH:12]=1)([CH3:4])[CH3:5])#[N:2]. (3) Given the reactants CC1(C)C(C)(C)OB([C:9]2[CH:14]=[CH:13][C:12]([S:15]([C:18]3[CH:19]=[CH:20][C:21]([NH2:24])=[N:22][CH:23]=3)(=[O:17])=[O:16])=[CH:11][CH:10]=2)O1.Cl[C:27]1[N:32]=[CH:31][C:30]([C:33]([OH:39])([CH3:38])[C:34]([F:37])([F:36])[F:35])=[CH:29][N:28]=1.C(=O)([O-])[O-].[Cs+].[Cs+].COCCOC, predict the reaction product. The product is: [NH2:24][C:21]1[N:22]=[CH:23][C:18]([S:15]([C:12]2[CH:11]=[CH:10][C:9]([C:27]3[N:28]=[CH:29][C:30]([C:33]([OH:39])([CH3:38])[C:34]([F:35])([F:36])[F:37])=[CH:31][N:32]=3)=[CH:14][CH:13]=2)(=[O:16])=[O:17])=[CH:19][CH:20]=1.